This data is from Forward reaction prediction with 1.9M reactions from USPTO patents (1976-2016). The task is: Predict the product of the given reaction. (1) Given the reactants [Cl:1][C:2]1[C:3]([F:12])=[C:4]([CH:8]=[CH:9][C:10]=1[F:11])[C:5]([OH:7])=[O:6].OS(O)(=O)=O.[N+:18]([O-])([OH:20])=[O:19], predict the reaction product. The product is: [Cl:1][C:2]1[C:3]([F:12])=[C:4]([CH:8]=[C:9]([N+:18]([O-:20])=[O:19])[C:10]=1[F:11])[C:5]([OH:7])=[O:6]. (2) Given the reactants [C:1]([C:5]1[CH:6]=[C:7]([NH:36][S:37]([CH3:40])(=[O:39])=[O:38])[C:8]([O:34][CH3:35])=[C:9]([NH:11][C:12](=[O:33])[C:13]2[CH:18]=[CH:17][C:16]([CH3:19])=[C:15]([N:20]3[CH:24]=[C:23]([C:25]4[CH:26]=[N:27][C:28]([CH:31]=[CH2:32])=[CH:29][CH:30]=4)[N:22]=[N:21]3)[CH:14]=2)[CH:10]=1)([CH3:4])([CH3:3])[CH3:2].[CH3:41][NH:42][CH3:43], predict the reaction product. The product is: [C:1]([C:5]1[CH:6]=[C:7]([NH:36][S:37]([CH3:40])(=[O:38])=[O:39])[C:8]([O:34][CH3:35])=[C:9]([NH:11][C:12](=[O:33])[C:13]2[CH:18]=[CH:17][C:16]([CH3:19])=[C:15]([N:20]3[CH:24]=[C:23]([C:25]4[CH:26]=[N:27][C:28]([CH2:31][CH2:32][N:42]([CH3:43])[CH3:41])=[CH:29][CH:30]=4)[N:22]=[N:21]3)[CH:14]=2)[CH:10]=1)([CH3:2])([CH3:3])[CH3:4].